Dataset: Reaction yield outcomes from USPTO patents with 853,638 reactions. Task: Predict the reaction yield, written as a fraction of the theoretical maximum amount of product (1.0 means a 100% yield; for example, 0.34 means a 34% yield). (1) The reactants are [CH2:1]([C:3]([C:19]1[CH:20]=[CH:21][C:22]([F:34])=[C:23](/[CH:25]=[CH:26]/[C:27]([O:29]C(C)(C)C)=[O:28])[CH:24]=1)=[C:4]([C:12]1[CH:17]=[CH:16][C:15]([OH:18])=[CH:14][CH:13]=1)[C:5]1[CH:10]=[CH:9][C:8]([OH:11])=[CH:7][CH:6]=1)[CH3:2].[OH-].[Na+].Cl. The catalyst is C1COCC1.CCO. The product is [CH2:1]([C:3]([C:19]1[CH:20]=[CH:21][C:22]([F:34])=[C:23](/[CH:25]=[CH:26]/[C:27]([OH:29])=[O:28])[CH:24]=1)=[C:4]([C:12]1[CH:13]=[CH:14][C:15]([OH:18])=[CH:16][CH:17]=1)[C:5]1[CH:10]=[CH:9][C:8]([OH:11])=[CH:7][CH:6]=1)[CH3:2]. The yield is 0.870. (2) The reactants are C[O:2][C:3](=[O:13])[C:4]1[CH:9]=[CH:8][C:7]([NH2:10])=[CH:6][C:5]=1[O:11][CH3:12].[Li+].[OH-].Cl. The catalyst is C1COCC1.O. The product is [NH2:10][C:7]1[CH:8]=[CH:9][C:4]([C:3]([OH:13])=[O:2])=[C:5]([O:11][CH3:12])[CH:6]=1. The yield is 0.800. (3) The reactants are [Cl:1][C:2]1[C:3]([CH3:15])=[C:4]([CH:13]=[CH2:14])[C:5]([O:11][CH3:12])=[C:6]([C:8](=[O:10])[CH3:9])[CH:7]=1.Cl[C:17](Cl)(Cl)[C:18](Cl)=[O:19].P(Cl)(Cl)(Cl)=O. The catalyst is CCOCC.COCCOC.C(O)(=O)C.O.[Cu].[Zn].[Zn]. The product is [C:8]([C:6]1[C:5]([O:11][CH3:12])=[C:4]([CH:13]2[CH2:17][C:18](=[O:19])[CH2:14]2)[C:3]([CH3:15])=[C:2]([Cl:1])[CH:7]=1)(=[O:10])[CH3:9]. The yield is 0.270. (4) The reactants are [S:1]1[CH:5]=[CH:4][CH:3]=[C:2]1[Li].[N:7]12[CH2:14][CH2:13][C:10]([C:15]([O:17]CC)=O)([CH2:11][CH2:12]1)[CH2:9][CH2:8]2. The catalyst is C1COCC1. The product is [N:7]12[CH2:8][CH2:9][C:10]([C:15]([C:2]3[S:1][CH:5]=[CH:4][CH:3]=3)([C:2]3[S:1][CH:5]=[CH:4][CH:3]=3)[OH:17])([CH2:11][CH2:12]1)[CH2:13][CH2:14]2. The yield is 0.595. (5) The reactants are [CH3:1][C:2]1[N:3]=[C:4]([CH2:16][CH2:17][CH3:18])[N:5]([C:7]2[N:8]=[CH:9][S:10][C:11]=2[NH:12][C:13](=O)[CH3:14])[CH:6]=1.[P].O=P12OP3(OP(OP(O3)(O1)=O)(=O)O2)=O. The catalyst is O=P(Cl)(Cl)Cl. The product is [CH3:14][C:13]1[C:6]2[N:5]([C:4]([CH2:16][CH2:17][CH3:18])=[N:3][C:2]=2[CH3:1])[C:7]2[N:8]=[CH:9][S:10][C:11]=2[N:12]=1. The yield is 0.537. (6) The reactants are [CH3:1][Mg]Br.[Br:4][C:5]1[N:10]=[C:9]([C:11](=[O:13])[CH3:12])[CH:8]=[CH:7][CH:6]=1.O. The product is [Br:4][C:5]1[N:10]=[C:9]([C:11]([OH:13])([CH3:1])[CH3:12])[CH:8]=[CH:7][CH:6]=1. The yield is 0.980. The catalyst is O1CCCC1.C(OCC)(=O)C.